Dataset: NCI-60 drug combinations with 297,098 pairs across 59 cell lines. Task: Regression. Given two drug SMILES strings and cell line genomic features, predict the synergy score measuring deviation from expected non-interaction effect. Drug 1: COC1=NC(=NC2=C1N=CN2C3C(C(C(O3)CO)O)O)N. Drug 2: CC1=C2C(C(=O)C3(C(CC4C(C3C(C(C2(C)C)(CC1OC(=O)C(C(C5=CC=CC=C5)NC(=O)C6=CC=CC=C6)O)O)OC(=O)C7=CC=CC=C7)(CO4)OC(=O)C)O)C)OC(=O)C. Cell line: SK-OV-3. Synergy scores: CSS=7.43, Synergy_ZIP=-1.78, Synergy_Bliss=0.231, Synergy_Loewe=-24.4, Synergy_HSA=-5.28.